Dataset: Catalyst prediction with 721,799 reactions and 888 catalyst types from USPTO. Task: Predict which catalyst facilitates the given reaction. (1) Reactant: [N+:1]([C:4]1[CH:15]=[CH:14][C:7]([CH2:8][O:9][C:10]([NH:12][NH2:13])=[O:11])=[CH:6][CH:5]=1)([O-:3])=[O:2].[CH2:16](Br)[C:17]1[CH:22]=[CH:21][CH:20]=[CH:19][CH:18]=1. Product: [N+:1]([C:4]1[CH:15]=[CH:14][C:7]([CH2:8][O:9][C:10]([NH:12][NH:13][CH2:16][C:17]2[CH:22]=[CH:21][CH:20]=[CH:19][CH:18]=2)=[O:11])=[CH:6][CH:5]=1)([O-:3])=[O:2]. The catalyst class is: 8. (2) Reactant: [CH:1]([C:4]1[CH:5]=[C:6]([CH:34]=[CH:35][CH:36]=1)[CH2:7][N:8]1[C@@H:16]2[C@H:11]([C@H:12]([CH2:19][C:20]3[CH:25]=[CH:24][C:23]([NH:26][C:27]4[CH:32]=[CH:31][N:30]=[CH:29][N:28]=4)=[CH:22][CH:21]=3)[CH2:13][S:14](=[O:18])(=[O:17])[CH2:15]2)[O:10]C1=O)([CH3:3])[CH3:2]. Product: [CH:1]([C:4]1[CH:5]=[C:6]([CH:34]=[CH:35][CH:36]=1)[CH2:7][NH:8][C@@H:16]1[C@@H:11]([OH:10])[C@H:12]([CH2:19][C:20]2[CH:21]=[CH:22][C:23]([NH:26][C:27]3[CH:32]=[CH:31][N:30]=[CH:29][N:28]=3)=[CH:24][CH:25]=2)[CH2:13][S:14](=[O:17])(=[O:18])[CH2:15]1)([CH3:3])[CH3:2]. The catalyst class is: 38.